Dataset: Reaction yield outcomes from USPTO patents with 853,638 reactions. Task: Predict the reaction yield, written as a fraction of the theoretical maximum amount of product (1.0 means a 100% yield; for example, 0.34 means a 34% yield). (1) The catalyst is C(O)(C)(C)C.C([O-])(=O)C.[Pd+2].C([O-])(=O)C. The product is [C:33]1([C@H:31]([N:27]2[CH2:28][CH2:29][O:30][C@@H:25]([C:22]3[CH:23]=[CH:24][C:19]([NH:12][C@@H:13]4[CH2:17][CH2:16][O:15][CH2:14]4)=[CH:20][CH:21]=3)[CH2:26]2)[CH3:32])[CH:34]=[CH:35][CH:36]=[CH:37][CH:38]=1. The yield is 0.530. The reactants are C1(C)C=CC(S(O)(=O)=O)=CC=1.[NH2:12][C@@H:13]1[CH2:17][CH2:16][O:15][CH2:14]1.Br[C:19]1[CH:24]=[CH:23][C:22]([C@@H:25]2[O:30][CH2:29][CH2:28][N:27]([C@@H:31]([C:33]3[CH:38]=[CH:37][CH:36]=[CH:35][CH:34]=3)[CH3:32])[CH2:26]2)=[CH:21][CH:20]=1.C(P(C(C)(C)C)C1C=CC=CC=1C1C=CC=CC=1)(C)(C)C.CC(C)([O-])C.[Na+]. (2) The reactants are [C:1]([O:4][CH2:5][CH:6]1[CH2:10][CH2:9][C:8]([CH2:20][O:21][Si:22]([C:25]([CH3:28])([CH3:27])[CH3:26])([CH3:24])[CH3:23])([CH2:11][O:12][Si:13]([C:16]([CH3:19])([CH3:18])[CH3:17])([CH3:15])[CH3:14])[N:7]1CC1C=CC=CC=1)(=[O:3])[CH3:2]. The catalyst is C(O)C.[OH-].[Pd+2].[OH-]. The product is [C:1]([O:4][CH2:5][CH:6]1[CH2:10][CH2:9][C:8]([CH2:20][O:21][Si:22]([C:25]([CH3:28])([CH3:27])[CH3:26])([CH3:23])[CH3:24])([CH2:11][O:12][Si:13]([C:16]([CH3:18])([CH3:19])[CH3:17])([CH3:14])[CH3:15])[NH:7]1)(=[O:3])[CH3:2]. The yield is 0.950. (3) The reactants are [NH2:1][CH2:2][CH2:3][C:4]1[CH:5]=[C:6]([CH2:10][C@H:11]([NH:13][CH2:14][C@@H:15]([C:24]2[CH:33]=[CH:32][C:31]([O:34][CH2:35][C:36]3[CH:41]=[CH:40][CH:39]=[CH:38][CH:37]=3)=[C:30]3[C:25]=2[CH:26]=[CH:27][C:28](=[O:42])[NH:29]3)[O:16][Si:17]([C:20]([CH3:23])([CH3:22])[CH3:21])([CH3:19])[CH3:18])[CH3:12])[CH:7]=[CH:8][CH:9]=1.[C:43]1([C:75]2[CH:80]=[CH:79][CH:78]=[CH:77][CH:76]=2)[CH:48]=[CH:47][CH:46]=[CH:45][C:44]=1[NH:49][C:50]([O:52][CH:53]1[CH2:58][CH2:57][N:56]([CH2:59][CH2:60][C:61](CNC2C=CC(CC(O)=O)=CC=2)=[O:62])[CH2:55][CH2:54]1)=[O:51].[O-]S(C(F)(F)F)(=O)=O.C([N:92]([CH2:96]C)[CH:93]([CH3:95])[CH3:94])(C)C. The catalyst is C(Cl)Cl. The product is [CH2:35]([O:34][C:31]1[CH:32]=[CH:33][C:24]([C@@H:15]([O:16][Si:17]([C:20]([CH3:21])([CH3:23])[CH3:22])([CH3:19])[CH3:18])[CH2:14][NH:13][C@H:11]([CH3:12])[CH2:10][C:6]2[CH:5]=[C:4]([CH2:3][CH2:2][NH:1][C:15]([CH2:24][C:25]3[CH:30]=[CH:94][C:93]([N:92]([CH3:96])[C:61]([CH2:60][CH2:59][N:56]4[CH2:57][CH2:58][CH:53]([O:52][C:50](=[O:51])[NH:49][C:44]5[CH:45]=[CH:46][CH:47]=[CH:48][C:43]=5[C:75]5[CH:80]=[CH:79][CH:78]=[CH:77][CH:76]=5)[CH2:54][CH2:55]4)=[O:62])=[CH:95][CH:26]=3)=[O:16])[CH:9]=[CH:8][CH:7]=2)=[C:25]2[C:30]=1[NH:29][C:28](=[O:42])[CH:27]=[CH:26]2)[C:36]1[CH:37]=[CH:38][CH:39]=[CH:40][CH:41]=1. The yield is 0.380. (4) The reactants are [CH3:1][S:2][C:3]1[CH:11]=[C:10]2[C:6]([CH:7]=[CH:8][NH:9]2)=[CH:5][CH:4]=1.[OH-].[Na+].[C:14]1([S:20](Cl)(=[O:22])=[O:21])[CH:19]=[CH:18][CH:17]=[CH:16][CH:15]=1. The catalyst is [N+](CCCC)(CCCC)(CCCC)CCCC.[O-]S(O)(=O)=O.ClCCl. The product is [CH3:1][S:2][C:3]1[CH:11]=[C:10]2[C:6]([CH:7]=[CH:8][N:9]2[S:20]([C:14]2[CH:19]=[CH:18][CH:17]=[CH:16][CH:15]=2)(=[O:22])=[O:21])=[CH:5][CH:4]=1. The yield is 0.592. (5) The reactants are C([O-])(=O)C1C(=CC=CC=1)C(N)=[O:5].[CH2:13]([P+:17]([CH2:26][CH2:27][CH2:28][CH3:29])([CH2:22][CH2:23][CH2:24][CH3:25])[CH2:18][CH2:19][CH2:20][CH3:21])[CH2:14][CH2:15][CH3:16].C1(=O)NC(=O)C2=CC=CC=C12. No catalyst specified. The product is [OH-:5].[CH2:26]([P+:17]([CH2:13][CH2:14][CH2:15][CH3:16])([CH2:18][CH2:19][CH2:20][CH3:21])[CH2:22][CH2:23][CH2:24][CH3:25])[CH2:27][CH2:28][CH3:29]. The yield is 0.400. (6) The reactants are Br[C:2]1[N:6]=[CH:5][N:4]([C:7]2[CH:12]=[CH:11][C:10]([O:13][C:14]([F:17])([F:16])[F:15])=[CH:9][CH:8]=2)[N:3]=1.[CH3:18][C:19]1[CH:26]=[C:25](B2OC(C)(C)C(C)(C)O2)[CH:24]=[CH:23][C:20]=1[CH:21]=[O:22].C(=O)(O)[O-].[Na+].O1CCOCC1. The catalyst is C(OCC)(=O)C.[Pd].C1(P(C2C=CC=CC=2)C2C=CC=CC=2)C=CC=CC=1.C1(P(C2C=CC=CC=2)C2C=CC=CC=2)C=CC=CC=1.C1(P(C2C=CC=CC=2)C2C=CC=CC=2)C=CC=CC=1.C1(P(C2C=CC=CC=2)C2C=CC=CC=2)C=CC=CC=1.O. The product is [CH3:18][C:19]1[CH:26]=[C:25]([C:2]2[N:6]=[CH:5][N:4]([C:7]3[CH:12]=[CH:11][C:10]([O:13][C:14]([F:17])([F:16])[F:15])=[CH:9][CH:8]=3)[N:3]=2)[CH:24]=[CH:23][C:20]=1[CH:21]=[O:22]. The yield is 0.570. (7) The reactants are [F:1][C:2]1[CH:9]=[CH:8][C:5]([CH2:6][OH:7])=[CH:4][CH:3]=1.[H-].[Na+].Cl[C:13]1[CH:18]=[N:17][CH:16]=[C:15](Cl)[N:14]=1.[NH:20]1[CH2:25][CH2:24][NH:23][CH2:22][CH2:21]1.C([O-])([O-])=O.[K+].[K+]. The catalyst is C1COCC1. The product is [F:1][C:2]1[CH:9]=[CH:8][C:5]([CH2:6][O:7][C:13]2[CH:18]=[N:17][CH:16]=[C:15]([N:20]3[CH2:25][CH2:24][NH:23][CH2:22][CH2:21]3)[N:14]=2)=[CH:4][CH:3]=1. The yield is 0.460. (8) The reactants are C[O:2][C:3]([C:5]1[C:6]([C:14]2[CH:19]=[CH:18][CH:17]=[CH:16][C:15]=2[N+:20]([O-:22])=[O:21])=[CH:7][CH:8]=[C:9]([C:11](=[S:13])[NH2:12])[CH:10]=1)=[O:4].[CH3:23][O:24][C:25]1[CH:30]=[C:29]([C:31]([CH2:33]Br)=O)[CH:28]=[CH:27][CH:26]=1. No catalyst specified. The product is [CH3:23][O:24][C:25]1[CH:30]=[C:29]([C:31]2[N:12]=[C:11]([C:9]3[CH:10]=[C:5]([C:3]([OH:2])=[O:4])[C:6]([C:14]4[CH:19]=[CH:18][CH:17]=[CH:16][C:15]=4[N+:20]([O-:22])=[O:21])=[CH:7][CH:8]=3)[S:13][CH:33]=2)[CH:28]=[CH:27][CH:26]=1. The yield is 0.540. (9) The reactants are [C:1]1([CH2:7][C:8](Cl)=[O:9])[CH:6]=[CH:5][CH:4]=[CH:3][CH:2]=1.[Al+3].[Cl-].[Cl-].[Cl-].[C:15]1([S:21]([N:24]2[CH:28]=[CH:27][CH:26]=[CH:25]2)(=[O:23])=[O:22])[CH:20]=[CH:19][CH:18]=[CH:17][CH:16]=1.CCOC(C)=O. The catalyst is ClCCCl. The product is [C:1]1([CH2:7][C:8]([C:26]2[CH:27]=[CH:28][N:24]([S:21]([C:15]3[CH:20]=[CH:19][CH:18]=[CH:17][CH:16]=3)(=[O:23])=[O:22])[CH:25]=2)=[O:9])[CH:6]=[CH:5][CH:4]=[CH:3][CH:2]=1. The yield is 0.518. (10) The reactants are C(C1C=C(N[CH:11]([C:15]2[CH:20]=[CH:19][C:18](OC)=[C:17]([O:23][CH3:24])[CH:16]=2)[C:12]([OH:14])=[O:13])C=CC=1)(=O)N.[NH2:25][C:26]1[CH:27]=[C:28]([C:32]([F:35])=[CH:33][CH:34]=1)[C:29]([NH2:31])=[O:30].COC1C=C(B(O)O)C=CC=1[F:44].O.C(O)(=O)C=O. No catalyst specified. The product is [C:29]([C:28]1[CH:27]=[C:26]([NH:25][CH:11]([C:15]2[CH:20]=[CH:19][C:18]([F:44])=[C:17]([O:23][CH3:24])[CH:16]=2)[C:12]([OH:14])=[O:13])[CH:34]=[CH:33][C:32]=1[F:35])(=[O:30])[NH2:31]. The yield is 0.430.